The task is: Regression. Given a peptide amino acid sequence and an MHC pseudo amino acid sequence, predict their binding affinity value. This is MHC class II binding data.. This data is from Peptide-MHC class II binding affinity with 134,281 pairs from IEDB. (1) The peptide sequence is DTKCYKLEHPVTG. The MHC is DRB5_0101 with pseudo-sequence DRB5_0101. The binding affinity (normalized) is 0. (2) The peptide sequence is DWTVDHPQTLFAWEG. The MHC is H-2-IAb with pseudo-sequence H-2-IAb. The binding affinity (normalized) is 0.182.